Dataset: Catalyst prediction with 721,799 reactions and 888 catalyst types from USPTO. Task: Predict which catalyst facilitates the given reaction. (1) Reactant: Cl[CH2:2][CH2:3][C:4]([C:6]1[CH:11]=[CH:10][C:9]([F:12])=[CH:8][CH:7]=1)=[O:5].[S:13]1[CH:17]=[CH:16][N:15]=[C:14]1[CH:18]1[CH2:23][CH2:22][CH2:21][NH:20][CH2:19]1.C([O-])([O-])=O.[K+].[K+].[Na+].[I-]. Product: [F:12][C:9]1[CH:10]=[CH:11][C:6]([C:4](=[O:5])[CH2:3][CH2:2][N:20]2[CH2:21][CH2:22][CH2:23][CH:18]([C:14]3[S:13][CH:17]=[CH:16][N:15]=3)[CH2:19]2)=[CH:7][CH:8]=1. The catalyst class is: 39. (2) Reactant: [H-].[Al+3].[Li+].[H-].[H-].[H-].S(=O)(=O)(O)O.[Br:12][C:13]1[CH:29]=[CH:28][C:16]([CH:17]([C:26]#[N:27])[CH2:18][CH:19]([O:23][CH2:24][CH3:25])[O:20][CH2:21][CH3:22])=[CH:15][CH:14]=1.[OH-].[Na+]. Product: [Br:12][C:13]1[CH:14]=[CH:15][C:16]([CH:17]([CH2:18][CH:19]([O:20][CH2:21][CH3:22])[O:23][CH2:24][CH3:25])[CH2:26][NH2:27])=[CH:28][CH:29]=1. The catalyst class is: 7. (3) Reactant: [Br:1][C:2]1[CH:3]=[C:4]([NH:8][CH:9]([C:13]2[CH:18]=[CH:17][CH:16]=[CH:15][CH:14]=2)[C:10](O)=[O:11])[CH:5]=[N:6][CH:7]=1.N.C([N:22](CC)CC)C.CN(C(ON1N=NC2C=CC=NC1=2)=[N+](C)C)C.F[P-](F)(F)(F)(F)F. Product: [Br:1][C:2]1[CH:3]=[C:4]([NH:8][CH:9]([C:13]2[CH:18]=[CH:17][CH:16]=[CH:15][CH:14]=2)[C:10]([NH2:22])=[O:11])[CH:5]=[N:6][CH:7]=1. The catalyst class is: 18. (4) Reactant: C1(P(C2C=CC=CC=2)C2C=CC=CC=2)C=CC=CC=1.BrN1C(=O)CCC1=O.[Cl:28][C:29]1[CH:30]=[C:31]([C@@H:39]([CH2:43][CH:44]2[CH2:48][CH2:47][CH2:46][CH2:45]2)[C:40]([OH:42])=O)[CH:32]=[CH:33][C:34]=1[S:35]([CH3:38])(=[O:37])=[O:36].[CH3:49][N:50]1[CH:54]=[CH:53][C:52]([NH2:55])=[N:51]1.N1C=CC=CC=1. Product: [Cl:28][C:29]1[CH:30]=[C:31]([C@@H:39]([CH2:43][CH:44]2[CH2:48][CH2:47][CH2:46][CH2:45]2)[C:40]([NH:55][C:52]2[CH:53]=[CH:54][N:50]([CH3:49])[N:51]=2)=[O:42])[CH:32]=[CH:33][C:34]=1[S:35]([CH3:38])(=[O:36])=[O:37]. The catalyst class is: 34. (5) Reactant: C1(N=C=NC2CCCCC2)CCCCC1.[C:16]([C:20]1[CH:21]=[C:22]([CH:26]=[C:27]([C:30]([CH3:33])([CH3:32])[CH3:31])[C:28]=1[OH:29])[C:23](O)=[O:24])([CH3:19])([CH3:18])[CH3:17].C(NC1CCCCC1)(NC1CCCCC1)=O.ON1C2C=CC=CC=2N=N1.[CH3:60][CH:61]1[NH:65][CH2:64][C:63]2([CH2:70][CH2:69][N:68]([CH3:71])[CH2:67][CH2:66]2)[S:62]1. Product: [C:30]([C:27]1[CH:26]=[C:22]([C:23]([N:65]2[CH2:64][C:63]3([CH2:70][CH2:69][N:68]([CH3:71])[CH2:67][CH2:66]3)[S:62][CH:61]2[CH3:60])=[O:24])[CH:21]=[C:20]([C:16]([CH3:19])([CH3:17])[CH3:18])[C:28]=1[OH:29])([CH3:31])([CH3:33])[CH3:32]. The catalyst class is: 46. (6) Reactant: [SH:1][CH2:2][CH2:3][C:4]1[CH:13]=[CH:12][C:7]([C:8]([O:10][CH3:11])=[O:9])=[CH:6][CH:5]=1.[BH4-].I[C:16]1[CH:17]=[C:18]2[C:22](=[CH:23][CH:24]=1)[N:21]([CH2:25][CH2:26][C:27]1[CH:32]=[CH:31][CH:30]=[CH:29][CH:28]=1)[C:20](=[O:33])[C:19]2([O:36][CH3:37])[O:34][CH3:35]. Product: [CH3:35][O:34][C:19]1([O:36][CH3:37])[C:18]2[C:22](=[CH:23][CH:24]=[C:16]([S:1][CH2:2][CH2:3][C:4]3[CH:13]=[CH:12][C:7]([C:8]([O:10][CH3:11])=[O:9])=[CH:6][CH:5]=3)[CH:17]=2)[N:21]([CH2:25][CH2:26][C:27]2[CH:28]=[CH:29][CH:30]=[CH:31][CH:32]=2)[C:20]1=[O:33]. The catalyst class is: 214. (7) Reactant: [Br:1][C:2]1[CH:7]=[CH:6][C:5]([N+:8]([O-:10])=[O:9])=[C:4](F)[CH:3]=1.Cl.Cl.[CH2:14]([O:17][C@H:18]1[CH2:23][CH2:22][C@H:21]([N:24]2[CH2:29][CH2:28][CH:27]([NH2:30])[CH2:26][CH2:25]2)[CH2:20][CH2:19]1)[CH2:15][CH3:16].C(N(C(C)C)CC)(C)C. Product: [Br:1][C:2]1[CH:7]=[CH:6][C:5]([N+:8]([O-:10])=[O:9])=[C:4]([NH:30][CH:27]2[CH2:26][CH2:25][N:24]([C@H:21]3[CH2:22][CH2:23][C@H:18]([O:17][CH2:14][CH2:15][CH3:16])[CH2:19][CH2:20]3)[CH2:29][CH2:28]2)[CH:3]=1. The catalyst class is: 9.